From a dataset of Full USPTO retrosynthesis dataset with 1.9M reactions from patents (1976-2016). Predict the reactants needed to synthesize the given product. (1) Given the product [C:1]([C:5]1[N:6]([CH3:25])[N:7]([CH2:17][CH:18]2[CH2:19][CH2:20]2)/[C:8](=[N:10]/[C:11](=[O:16])[C:12]([F:15])([F:14])[F:13])/[CH:9]=1)([CH3:4])([CH3:2])[CH3:3], predict the reactants needed to synthesize it. The reactants are: [C:1]([C:5]1[CH:9]=[C:8]([NH:10][C:11](=[O:16])[C:12]([F:15])([F:14])[F:13])[N:7]([CH2:17][CH:18]2[CH2:20][CH2:19]2)[N:6]=1)([CH3:4])([CH3:3])[CH3:2].S(OC)(O[CH3:25])(=O)=O. (2) Given the product [F:14][C:9]([F:13])([CH:10]([F:11])[F:12])[CH2:8][C:4]1[CH:3]=[C:2]([CH:7]=[CH:6][CH:5]=1)[CH2:1][Br:15], predict the reactants needed to synthesize it. The reactants are: [CH3:1][C:2]1[CH:7]=[CH:6][CH:5]=[C:4]([CH2:8][C:9]([F:14])([F:13])[CH:10]([F:12])[F:11])[CH:3]=1.[Br:15]N1C(=O)CCC1=O.N(C(C)(C)C#N)=NC(C)(C)C#N.